From a dataset of hERG channel blocking data for cardiac toxicity assessment. Regression/Classification. Given a drug SMILES string, predict its toxicity properties. Task type varies by dataset: regression for continuous values (e.g., LD50, hERG inhibition percentage) or binary classification for toxic/non-toxic outcomes (e.g., AMES mutagenicity, cardiotoxicity, hepatotoxicity). Dataset: herg. (1) The result is 1 (blocker). The drug is Nc1ccc(C(=O)N2C[C@@H]3C[C@H](C2)C[NH+](Cc2ccccc2)C3)cc1. (2) The molecule is NC(N)=NC[C@@H](N)C(=O)O. The result is 0 (non-blocker).